From a dataset of Reaction yield outcomes from USPTO patents with 853,638 reactions. Predict the reaction yield, written as a fraction of the theoretical maximum amount of product (1.0 means a 100% yield; for example, 0.34 means a 34% yield). (1) The reactants are [NH:1]1[C:9]2[C:4](=[CH:5][CH:6]=[CH:7][CH:8]=2)[CH:3]=[N:2]1.C1N=CN([C:15](N2C=NC=C2)=[O:16])C=1.[NH2:22][C:23]1[S:24][C:25]([N+:28]([O-:30])=[O:29])=[CH:26][N:27]=1. The catalyst is C1COCC1.CN(C)C=O. The product is [N+:28]([C:25]1[S:24][C:23]([NH:22][C:15]([C:3]2[C:4]3[C:9](=[CH:8][CH:7]=[CH:6][CH:5]=3)[NH:1][N:2]=2)=[O:16])=[N:27][CH:26]=1)([O-:30])=[O:29]. The yield is 0.630. (2) The reactants are [CH3:1][C:2]([CH3:7])([CH3:6])[C:3]([NH2:5])=[O:4].C(Cl)(=O)[C:9](Cl)=[O:10].[NH2:14][C:15]1[N:20]=[CH:19][C:18]([O:21][C:22]2[CH:27]=[CH:26][N:25]=[C:24]([C:28]([NH:30][CH:31]3[CH2:33][CH2:32]3)=[O:29])[CH:23]=2)=[CH:17][CH:16]=1.CCN(C(C)C)C(C)C. The catalyst is ClCCCl.O1CCOCC1.CCOC(C)=O. The product is [CH:31]1([NH:30][C:28](=[O:29])[C:24]2[CH:23]=[C:22]([O:21][C:18]3[CH:19]=[N:20][C:15]([NH:14][C:9]([NH:5][C:3](=[O:4])[C:2]([CH3:7])([CH3:6])[CH3:1])=[O:10])=[CH:16][CH:17]=3)[CH:27]=[CH:26][N:25]=2)[CH2:32][CH2:33]1. The yield is 0.670. (3) The reactants are [OH:1][C@H:2]1[CH2:7][N:6]([C:8]([O:10][CH3:11])=[O:9])[C@H:5]([C:12]([N:14]2[CH2:19][CH2:18][N:17]([C:20]3[CH:25]=[CH:24][CH:23]=[CH:22][CH:21]=3)[CH2:16][CH2:15]2)=[O:13])[C@@H:4]([C:26](OC)=[O:27])[CH2:3]1.O[C@H:31]1[CH2:36]N[C@H:34]([C:37](O)=O)[C@@H:33](C(OC)=O)[CH2:32]1.C1(N2CCNCC2)C=CC=CC=1.[F:56][P-](F)(F)(F)(F)F.[N:63]1([O:72][P+](N(C)C)(N(C)C)N(C)C)C2C=CC=CC=2N=N1.CN(C)C=O.C(N(CC)C(C)C)(C)C.C(Cl)Cl.ClC(OC)=O. No catalyst specified. The product is [F:56][C:37]1[CH:36]=[C:31]([CH:32]=[CH:33][CH:34]=1)[O:1][C@@H:2]1[CH2:7][N:6]([C:8]([O:10][CH3:11])=[O:9])[C@H:5]([C:12]([N:14]2[CH2:19][CH2:18][N:17]([C:20]3[CH:21]=[CH:22][CH:23]=[CH:24][CH:25]=3)[CH2:16][CH2:15]2)=[O:13])[C@@H:4]([C:26]([NH:63][OH:72])=[O:27])[CH2:3]1. The yield is 0.830.